Task: Binary Classification. Given a miRNA mature sequence and a target amino acid sequence, predict their likelihood of interaction.. Dataset: Experimentally validated miRNA-target interactions with 360,000+ pairs, plus equal number of negative samples (1) The miRNA is hsa-miR-548az-5p with sequence CAAAAGUGAUUGUGGUUUUUGC. The protein sequence of the target gene is MWPQPRLPPRPAMSEETRQSKLAAAKKKLREYQQRNSPGVPTGAKKKKKIKNGSNPETTTSGGCHSPEDTPKDNAATLQPSDDTVLPGGVPSPGASLTSMAASQNHDADNVPNLMDETKTFSSTESLRQLSQQLNGLVCESATCVNGEGPASSANLKDLESRYQQLAVALDSSYVTNKQLNITIEKLKQQNQEITDQLEEEKKECHQKQGALREQLQVHIQTIGILVSEKAELQTALAHTQHAARQKEGESEDLASRLQYSRRRVGELERALSAVSTQQKKADRYNKELTKERDALRLEL.... Result: 1 (interaction). (2) The miRNA is hsa-miR-3918 with sequence ACAGGGCCGCAGAUGGAGACU. The protein sequence of the target gene is MDPRLSTVRQTCCCFNVRIATTALAIYHVIMSVLLFIEHSVEVAHGKASCKLSQMGYLRIADLISSFLLITMLFIISLSLLIGVVKNREKYLLPFLSLQIMDYLLCLLTLLGSYIELPAYLKLASRSRASSSKFPLMTLQLLDFCLSILTLCSSYMEVPTYLNFKSMNHMNYLPSQEDMPHNQFIKMMIIFSIAFITVLIFKVYMFKCVWRCYRLIKCMNSVEEKRNSKMLQKVVLPSYEEALSLPSKTPEGGPAPPPYSEV. Result: 1 (interaction). (3) The miRNA is hsa-miR-660-3p with sequence ACCUCCUGUGUGCAUGGAUUA. The protein sequence of the target gene is MAGPNQLCIRRWTTKHVAVWLKDEGFFEYVDILCNKHRLDGITLLTLTEYDLRSPPLEIKVLGDIKRLMLSVRKLQKIHIDVLEEMGYNSDSPMGSMTPFISALQSTDWLCNGELSHDCDGPITDLNSDQYQYMNGKNKHSVRRLDPEYWKTILSCIYVFIVFGFTSFIMVIVHERVPDMQTYPPLPDIFLDSVPRIPWAFAMTEVCGMILCYIWLLVLLLHKHRSILLRRLCSLMGTVFLLRCFTMFVTSLSVPGQHLQCTGKIYGSVWEKLHRAFAIWSGFGMTLTGVHTCGDYMFSG.... Result: 1 (interaction). (4) The miRNA is hsa-miR-548ay-3p with sequence CAAAACCGCGAUUACUCUUGCA. The protein sequence of the target gene is MLRLCFFISFMCLVKSDTDETCPSFTRLSFHSAVVGTGLSVRLMLYTQRDQTCAQIINSTALGSLNVTKKTTFIIHGFRPTGSPPVWIEELVQSLISVQEMNVVVVDWNRGATTVIYPHASSKTRQVASILKEFIDQMLVKGASLDNIYMIGVSLGAHIAGFVGESYEGKLGRVTGLDPAGPLFNGRPPEERLDPSDALFVDVIHSDTDALGYKEALGHIDFYPNGGLDQPGCPKTIFGGIKYFKCDHQMSVYLYLASLQNNCSITAYPCDSYRDYRNGKCVSCGAGQIVPCPRVGYYAD.... Result: 0 (no interaction). (5) The miRNA is hsa-miR-195-5p with sequence UAGCAGCACAGAAAUAUUGGC. The protein sequence of the target gene is MKSPALQPLSMAGLQLMTPASSPMGPFFGLPWQQEAIHDNIYTPRKYQVELLEAALDHNTIVCLNTGSGKTFIAVLLTKELSYQIRGDFSRNGKRTVFLVNSANQVAQQVSAVRTHSDLKVGEYSNLEVNASWTKERWNQEFTKHQVLIMTCYVALNVLKNGYLSLSDINLLVFDECHLAILDHPYREIMKLCENCPSCPRILGLTASILNGKCDPEELEEKIQKLEKILKSNAETATDLVVLDRYTSQPCEIVVDCGPFTDRSGLYERLLMELEEALNFINDCNISVHSKERDSTLISK.... Result: 1 (interaction). (6) The miRNA is hsa-miR-4708-3p with sequence AGCAAGGCGGCAUCUCUCUGAU. The protein sequence of the target gene is MGQLIAKLMRIFGSQEHKVIIVGLDNAGKTTILYQFLTNEVVHTCSTIGSNVEEIVLRKTHFLMWDLGGQEALRSTWDTYYSNAEFVILVIDSTDRNRLLTTREELYKMLAHEALQNASVLIFANKQDVKDSMTTAEISQFLTLSAIKDHPWHIQGCCALTGEGLPAGLQWMQAQATAN. Result: 0 (no interaction). (7) The miRNA is mmu-miR-223-3p with sequence UGUCAGUUUGUCAAAUACCCCA. The protein sequence of the target gene is MQSAMFLAVQHDCVPMDKSAGNGPKVEEKREKMKRTLLKDWKTRLSYFLQNSSAPGKPKTGKKSKQQTFIKPSPEEAQLWAEAFDELLASKYGLAAFRAFLKSEFCEENIEFWLACEDFKKTKSPQKLSSKARKIYTDFIEKEAPKEINIDFQTKSLIAQNIQEATSGCFTTAQKRVYSLMENNSYPRFLESEFYQDLCKKPQITTEPHAT. Result: 1 (interaction). (8) The miRNA is mmu-miR-669a-3p with sequence ACAUAACAUACACACACACGUAU. The protein sequence of the target gene is MARVGPGRAGVSCQGRGRGRGGSGQRRPPTWEISDSDAEDSAGSEAAARARDPAGERRAAAEALRLLRPEQVLKRLAVCVDTAILEDAGADVLMEALEALGCECRIEPQRPARSLRWTRASPDPCPRSLPPEVWAAGEQELLLLLEPEEFLQGVATLTQISGPTHWVPWISPETTARPHLAVIGLDAYLWSRQHVSRGTQQPESPKVAGAEVAVSWPEVEEALVLLQLWANLDVLLVASWQELSRHVCAVTKALAQYPLKQYRESQAFSFCTAGRWAAGEPVARDGAGLQAAWRRQIRQF.... Result: 0 (no interaction). (9) The miRNA is hsa-miR-27a-3p with sequence UUCACAGUGGCUAAGUUCCGC. The protein sequence of the target gene is MDQVATLRLESVDLQSSRNNKEHHTQEMGVKRLTVRRGQPFYLRLSFSRPFQSQNDHITFVAETGPKPSELLGTRATFFLTRVQPGNVWSASDFTIDSNSLQVSLFTPANAVIGHYTLKIEISQGQGHSVTYPLGTFILLFNPWSPEDDVYLPSEILLQEYIMRDYGFVYKGHERFITSWPWNYGQFEEDIIDICFEILNKSLYHLKNPAKDCSQRNDVVYVCRVVSAMINSNDDNGVLQGNWGEDYSKGVSPLEWKGSVAILQQWSARGGQPVKYGQCWVFASVMCTVMRCLGVPTRVV.... Result: 0 (no interaction). (10) The miRNA is mmu-miR-5125 with sequence UCUGCCUGGGAUUUCCUUGU. The protein sequence of the target gene is MAEEGERKKIPLVPENLLKKRKAYQALKATQAKQALLAKRERKGKQFRFRRLESFVHDSWRQQRDKVRVQRLEVKPRALEVPDKHPLAFVIRMERIEGVSLLVKSTIMKLGLKKLFSGVFVKVTPQSVRMLRTVEPYVTWGFPNLKSVRELILKRGQAKINNKTVPLTDNTVIEEHLGRFGVICLEDLIHEIAFPGKHFQEVSSFLCPFLLSVARHATRNRVGFRKEMGSPGYRGDRINQLIRQLN. Result: 1 (interaction).